From a dataset of Full USPTO retrosynthesis dataset with 1.9M reactions from patents (1976-2016). Predict the reactants needed to synthesize the given product. (1) Given the product [F:8][C:6]1[CH:7]=[C:2]([NH:1][N:19]=[C:25]2[C:26](=[O:39])[N:27]([C:29]3[CH:38]=[CH:37][C:36]4[CH2:35][CH2:34][CH2:33][CH2:32][C:31]=4[CH:30]=3)[N:28]=[C:24]2[CH3:23])[C:3]([OH:18])=[C:4]([C:9]2[CH:14]=[CH:13][CH:12]=[C:11]([C:15]([OH:17])=[O:16])[CH:10]=2)[CH:5]=1, predict the reactants needed to synthesize it. The reactants are: [NH2:1][C:2]1[C:3]([OH:18])=[C:4]([C:9]2[CH:14]=[CH:13][CH:12]=[C:11]([C:15]([OH:17])=[O:16])[CH:10]=2)[CH:5]=[C:6]([F:8])[CH:7]=1.[N:19]([O-])=O.[Na+].[CH3:23][C:24]1[CH2:25][C:26](=[O:39])[N:27]([C:29]2[CH:38]=[CH:37][C:36]3[CH2:35][CH2:34][CH2:33][CH2:32][C:31]=3[CH:30]=2)[N:28]=1.C(=O)(O)[O-].[Na+]. (2) Given the product [F:24][C:15]1[CH:16]=[C:17]([C:20]([F:21])([F:22])[F:23])[CH:18]=[CH:19][C:14]=1[N:11]1[CH2:12][CH2:13][NH:8][CH2:9][CH2:10]1, predict the reactants needed to synthesize it. The reactants are: C(OC([N:8]1[CH2:13][CH2:12][N:11]([C:14]2[CH:19]=[CH:18][C:17]([C:20]([F:23])([F:22])[F:21])=[CH:16][C:15]=2[F:24])[CH2:10][CH2:9]1)=O)(C)(C)C.Cl. (3) Given the product [OH:34][CH2:33][C@H:14]1[CH2:13][C@@H:12]([C:42]2[CH:47]=[CH:46][CH:45]=[C:44]([CH2:48][C:49]3[CH:54]=[CH:53][C:52]([O:55][CH3:56])=[CH:51][CH:50]=3)[CH:43]=2)[C@H:11]([OH:10])[C@@H:16]([OH:17])[C@@H:15]1[OH:25], predict the reactants needed to synthesize it. The reactants are: CO.C([O:10][C@@H:11]1[C@@H:16]([O:17]CC2C=CC=CC=2)[C@H:15]([O:25]CC2C=CC=CC=2)[C@@H:14]([CH2:33][O:34]CC2C=CC=CC=2)[CH2:13][C:12]1(OC(=O)C)[C:42]1[CH:47]=[CH:46][CH:45]=[C:44]([CH2:48][C:49]2[CH:54]=[CH:53][C:52]([O:55][CH3:56])=[CH:51][CH:50]=2)[CH:43]=1)C1C=CC=CC=1. (4) Given the product [Cl:1][C:2]1[N:7]=[C:6]([C:8]2[S:12][CH:11]=[N:10][C:9]=2[C:13]2[CH:14]=[C:15]([NH:19][C:26](=[O:27])[CH2:25][C:21]3[S:20][CH:24]=[CH:23][CH:22]=3)[CH:16]=[CH:17][CH:18]=2)[CH:5]=[CH:4][N:3]=1, predict the reactants needed to synthesize it. The reactants are: [Cl:1][C:2]1[N:7]=[C:6]([C:8]2[S:12][CH:11]=[N:10][C:9]=2[C:13]2[CH:14]=[C:15]([NH2:19])[CH:16]=[CH:17][CH:18]=2)[CH:5]=[CH:4][N:3]=1.[S:20]1[CH:24]=[CH:23][CH:22]=[C:21]1[CH2:25][C:26](Cl)=[O:27]. (5) Given the product [CH2:1]([N:3]([CH2:29][C:30]1[CH:35]=[CH:34][C:33]([O:36][CH2:39][CH2:40][N:42]([CH3:46])[CH2:43][CH2:44][CH3:45])=[CH:32][CH:31]=1)[C:4]1[CH:9]=[C:8]([O:10][CH3:11])[CH:7]=[CH:6][C:5]=1[CH:12]1[CH2:21][CH2:20][C:19]2[CH:18]=[C:17]([OH:22])[CH:16]=[CH:15][C:14]=2[CH2:13]1)[CH3:2], predict the reactants needed to synthesize it. The reactants are: [CH2:1]([N:3]([C:29](=O)[C:30]1[CH:35]=[CH:34][C:33]([OH:36])=[CH:32][CH:31]=1)[C:4]1[CH:9]=[C:8]([O:10][CH3:11])[CH:7]=[CH:6][C:5]=1[CH:12]1[CH2:21][CH2:20][C:19]2[CH:18]=[C:17]([O:22]C(=O)C(C)(C)C)[CH:16]=[CH:15][C:14]=2[CH2:13]1)[CH3:2].Cl[CH2:39][C:40]([N:42]([CH3:46])[CH2:43][CH2:44][CH3:45])=O. (6) The reactants are: [F:1][CH2:2][C@H:3]1[O:7][CH2:6][C@@:5]([NH:15][C:16]([NH:18][C:19](=[O:26])[C:20]2[CH:25]=[CH:24][CH:23]=[CH:22][CH:21]=2)=[S:17])([C:8]2[CH:13]=[CH:12][CH:11]=[CH:10][C:9]=2[F:14])[C@@H:4]1[CH2:27]O.N1C=CC=CC=1.FC(F)(F)S(OS(C(F)(F)F)(=O)=O)(=O)=O. Given the product [F:1][CH2:2][C@@H:3]1[C@@H:4]2[C@@:5]([C:8]3[CH:13]=[CH:12][CH:11]=[CH:10][C:9]=3[F:14])([N:15]=[C:16]([NH:18][C:19](=[O:26])[C:20]3[CH:25]=[CH:24][CH:23]=[CH:22][CH:21]=3)[S:17][CH2:27]2)[CH2:6][O:7]1, predict the reactants needed to synthesize it. (7) Given the product [ClH:1].[Cl:20][C:21]1[CH:22]=[C:23]([NH:24][C:2]2[C:3]3[N:4]([C:16]([CH3:19])=[CH:17][CH:18]=3)[C:5]([C:8]([N:10]3[CH2:15][CH2:14][O:13][CH2:12][CH2:11]3)=[O:9])=[CH:6][N:7]=2)[CH:25]=[CH:26][C:27]=1[F:28], predict the reactants needed to synthesize it. The reactants are: [Cl:1][C:2]1[C:3]2[N:4]([C:16]([CH3:19])=[CH:17][CH:18]=2)[C:5]([C:8]([N:10]2[CH2:15][CH2:14][O:13][CH2:12][CH2:11]2)=[O:9])=[CH:6][N:7]=1.[Cl:20][C:21]1[CH:22]=[C:23]([CH:25]=[CH:26][C:27]=1[F:28])[NH2:24].CS(O)(=O)=O. (8) Given the product [F:1][C:2]1[CH:3]=[C:4]([N:9]2[CH2:13][C@@H:12]([CH2:14][C:17]3([C:20]([NH2:25])=[O:21])[CH2:19][CH2:18]3)[O:11][C:10]2=[O:16])[CH:5]=[CH:6][C:7]=1[I:8], predict the reactants needed to synthesize it. The reactants are: [F:1][C:2]1[CH:3]=[C:4]([N:9]2[CH2:13][C@@H:12]([CH2:14]N)[O:11][C:10]2=[O:16])[CH:5]=[CH:6][C:7]=1[I:8].[CH:17]1([C:20](Cl)=[O:21])[CH2:19][CH2:18]1.C([N:25](CC)CC)C. (9) Given the product [Cl:122][C:119]1[CH:118]=[CH:117][C:116]([O:115][CH2:114][C:113]([N:95]2[CH2:94][C:93]3[C:97](=[CH:98][C:99]([C:100]([N:102]4[C@H:111]([CH3:112])[CH2:110][C:109]5[C:104](=[CH:105][CH:106]=[CH:107][CH:108]=5)[CH2:103]4)=[O:101])=[C:91]([C:84]4[N:85]5[C:90]([CH2:89][CH2:88][CH2:87][CH2:86]5)=[C:82]([C:80]([N:79]([C:76]5[CH:77]=[CH:78][C:73]([OH:72])=[CH:74][CH:75]=5)[CH3:124])=[O:81])[CH:83]=4)[CH:92]=3)[CH2:96]2)=[O:123])=[CH:121][CH:120]=1, predict the reactants needed to synthesize it. The reactants are: C(OC1C=CC(N(C)C(C2C=C(C3C=C4C(=CC=3C(N3[C@H](CN5CCOCC5)CC5C(=CC=CC=5)C3)=O)CN(C(=O)CC3C=NC=CC=3)C4)N3C=2CCCC3)=O)=CC=1)C1C=CC=CC=1.C([O:72][C:73]1[CH:78]=[CH:77][C:76]([N:79]([CH3:124])[C:80]([C:82]2[CH:83]=[C:84]([C:91]3[CH:92]=[C:93]4[C:97](=[CH:98][C:99]=3[C:100]([N:102]3[C@H:111]([CH3:112])[CH2:110][C:109]5[C:104](=[CH:105][CH:106]=[CH:107][CH:108]=5)[CH2:103]3)=[O:101])[CH2:96][N:95]([C:113](=[O:123])[CH2:114][O:115][C:116]3[CH:121]=[CH:120][C:119]([Cl:122])=[CH:118][CH:117]=3)[CH2:94]4)[N:85]3[C:90]=2[CH2:89][CH2:88][CH2:87][CH2:86]3)=[O:81])=[CH:75][CH:74]=1)C1C=CC=CC=1.